This data is from Full USPTO retrosynthesis dataset with 1.9M reactions from patents (1976-2016). The task is: Predict the reactants needed to synthesize the given product. (1) Given the product [CH3:25][CH2:26][O:4][C:3]([CH:2]([Cl:1])[CH2:6][C:7]1[CH:12]=[C:11]([N:13]2[N:14]=[C:15]([CH3:22])[N:16]([CH:19]([F:20])[F:21])[C:17]2=[O:18])[C:10]([F:23])=[CH:9][C:8]=1[Cl:24])=[O:5], predict the reactants needed to synthesize it. The reactants are: [Cl:1][CH:2]([CH2:6][C:7]1[CH:12]=[C:11]([N:13]2[C:17](=[O:18])[N:16]([CH:19]([F:21])[F:20])[C:15]([CH3:22])=[N:14]2)[C:10]([F:23])=[CH:9][C:8]=1[Cl:24])[C:3]([OH:5])=[O:4].[CH2:25](O)[CH3:26].CC1C=CC(S(O)(=O)=O)=CC=1. (2) Given the product [CH2:1]([O:3][CH2:4][CH:5]([N:34]([C:27]([O:29][C:30]([CH3:33])([CH3:32])[CH3:31])=[O:28])[C:35]([O:37][C:38]([CH3:39])([CH3:40])[CH3:41])=[O:36])[CH3:6])[CH3:2], predict the reactants needed to synthesize it. The reactants are: [CH2:1]([O:3][CH2:4][CH:5](O)[CH3:6])[CH3:2].C1(P(C2C=CC=CC=2)C2C=CC=CC=2)C=CC=CC=1.[C:27]([NH:34][C:35]([O:37][C:38]([CH3:41])([CH3:40])[CH3:39])=[O:36])([O:29][C:30]([CH3:33])([CH3:32])[CH3:31])=[O:28].CC(OC(/N=N/C(OC(C)C)=O)=O)C.